This data is from Forward reaction prediction with 1.9M reactions from USPTO patents (1976-2016). The task is: Predict the product of the given reaction. (1) Given the reactants CC([N:5]([C@@H:9]([C:29]1[CH:34]=[CH:33][CH:32]=[CH:31][CH:30]=1)[C:10]([NH:12][CH2:13][CH2:14][CH2:15][CH2:16][NH:17][S:18]([C:21]1[CH:26]=[CH:25][C:24]([F:27])=[CH:23][C:22]=1[Cl:28])(=[O:20])=[O:19])=[O:11])C(=O)[O-])(C)C.Cl.C(OCC)C, predict the reaction product. The product is: [NH2:5][C@@H:9]([C:29]1[CH:34]=[CH:33][CH:32]=[CH:31][CH:30]=1)[C:10]([NH:12][CH2:13][CH2:14][CH2:15][CH2:16][NH:17][S:18]([C:21]1[CH:26]=[CH:25][C:24]([F:27])=[CH:23][C:22]=1[Cl:28])(=[O:19])=[O:20])=[O:11]. (2) Given the reactants [F:1][C:2]1[C:3]2[O:28][N:27]=[C:26]([C:29]3[CH:34]=[CH:33][N:32]=[C:31](S(C)(=O)=O)[N:30]=3)[C:4]=2[CH:5]=[C:6]2[C:19]=1[N:18]1[CH2:20][C@@H:21]([CH3:25])[O:22][C@@H:23]([CH3:24])[C@@H:17]1[C:8]1([C:13](=[O:14])[NH:12][C:11](=[O:15])[NH:10][C:9]1=[O:16])[CH2:7]2.[C-:39]#[N:40].[K+], predict the reaction product. The product is: [F:1][C:2]1[C:3]2[O:28][N:27]=[C:26]([C:29]3[CH:34]=[CH:33][N:32]=[C:31]([C:39]#[N:40])[N:30]=3)[C:4]=2[CH:5]=[C:6]2[C:19]=1[N:18]1[CH2:20][C@@H:21]([CH3:25])[O:22][C@@H:23]([CH3:24])[C@@H:17]1[C:8]1([C:13](=[O:14])[NH:12][C:11](=[O:15])[NH:10][C:9]1=[O:16])[CH2:7]2. (3) Given the reactants CN(C(O[N:9]1N=N[C:11]2C=CC=[CH:15][C:10]1=2)=[N+](C)C)C.F[P-](F)(F)(F)(F)F.[ClH:25].Cl.[CH3:27][C@H:28]1[C:36]2[C:35]([N:37]3[CH2:42][CH2:41][NH:40][CH2:39][CH2:38]3)=[N:34][CH:33]=[N:32][C:31]=2[C@H:30]([OH:43])[CH2:29]1.[Cl:44][C:45]1[CH:50]=[CH:49][C:48]([C:51]([OH:56])([CH3:55])[C:52]([OH:54])=O)=[CH:47][CH:46]=1, predict the reaction product. The product is: [Cl:44][C:45]1[CH:46]=[CH:47][C:48]([C:51]([OH:56])([CH2:55][NH:9][CH:10]([CH3:15])[CH3:11])[C:52]([N:40]2[CH2:39][CH2:38][N:37]([C:35]3[C:36]4[C@H:28]([CH3:27])[CH2:29][C@@H:30]([OH:43])[C:31]=4[N:32]=[CH:33][N:34]=3)[CH2:42][CH2:41]2)=[O:54])=[CH:49][CH:50]=1.[ClH:25]. (4) The product is: [C:14]([CH2:2][C:3]1[C:8]([CH3:9])=[CH:7][C:6]([CH3:10])=[C:5]([CH2:11][C:35]#[N:37])[C:4]=1[CH3:13])#[N:15]. Given the reactants Br[CH2:2][C:3]1[C:8]([CH3:9])=[CH:7][C:6]([CH3:10])=[C:5]([CH2:11]Br)[C:4]=1[CH3:13].[C-:14]#[N:15].[K+].C1OCCOCCOCCOCCOCCOC1.[C:35](#[N:37])C, predict the reaction product.